Dataset: Tyrosyl-DNA phosphodiesterase HTS with 341,365 compounds. Task: Binary Classification. Given a drug SMILES string, predict its activity (active/inactive) in a high-throughput screening assay against a specified biological target. (1) The molecule is S(=O)(=O)(N1CC(CCC1)C(OCC)=O)c1ccc(OC)cc1. The result is 0 (inactive). (2) The drug is Fc1c(n2ncc3C(NC(=O)C4=NN(C(=O)CC4)C)CCCc23)ccc(F)c1. The result is 0 (inactive). (3) The drug is s1c(C(=O)N(Cc2ccncc2)CC)ccc1. The result is 0 (inactive). (4) The molecule is Clc1ccc(C(=O)C2CN(C3CCSCC3)CCC2)cc1. The result is 0 (inactive). (5) The drug is S(c1nc([nH]n1)c1ccc(OCCC)cc1)CC=C. The result is 0 (inactive). (6) The compound is o1c(C(N2CCCCC2)CNC(=O)c2ccc(NC(=O)CC#N)cc2)ccc1. The result is 0 (inactive). (7) The drug is S1(=O)(=O)c2c(N(c3c1cccc3)Cc1cc(F)ccc1)cccc2. The result is 0 (inactive). (8) The compound is Clc1c(CSc2nn3c(nnc3cc2)CCNS(=O)(=O)c2ccccc2)ccc(Cl)c1. The result is 0 (inactive). (9) The result is 1 (active). The compound is Clc1c(COc2cc(ccc2OC)/C=N\NC=2SC(CC(O)=O)C(=O)N2)ccc(Cl)c1. (10) The result is 0 (inactive). The compound is FC(F)(F)C(Nc1ccccc1)(NC(=O)CC)C(OCC)=O.